Predict which catalyst facilitates the given reaction. From a dataset of Catalyst prediction with 721,799 reactions and 888 catalyst types from USPTO. (1) Product: [CH3:21][O:20][N:19]([CH3:18])[C:7](=[O:8])[C:6]1[CH:10]=[CH:11][C:12]([C:14]([F:17])([F:16])[F:15])=[CH:13][C:5]=1[NH:4][CH2:1][CH2:2][CH3:3]. The catalyst class is: 2. Reactant: [CH2:1]([NH:4][C:5]1[CH:13]=[C:12]([C:14]([F:17])([F:16])[F:15])[CH:11]=[CH:10][C:6]=1[C:7](O)=[O:8])[CH2:2][CH3:3].[CH3:18][NH:19][O:20][CH3:21].CN1CCOCC1.C[N+]1(C2N=C(OC)N=C(OC)N=2)CCOCC1.[Cl-]. (2) Reactant: [OH:1][C:2]1[N:6]([C:7]2[CH:12]=[CH:11][CH:10]=[CH:9][CH:8]=2)[N:5]=[C:4]([C:13]([OH:15])=O)[CH:3]=1.[CH2:16]([O:18][C:19]([N:21]1[CH2:26][CH2:25][N:24]([C:27](=[O:40])[C@@H:28]([NH2:39])[CH2:29][CH2:30][CH2:31][C:32]([O:34][C:35]([CH3:38])([CH3:37])[CH3:36])=[O:33])[CH2:23][CH2:22]1)=[O:20])[CH3:17].C1C=CC2N(O)N=NC=2C=1.C(Cl)CCl. Product: [CH2:16]([O:18][C:19]([N:21]1[CH2:22][CH2:23][N:24]([C:27](=[O:40])[C@@H:28]([NH:39][C:13]([C:4]2[CH:3]=[C:2]([OH:1])[N:6]([C:7]3[CH:8]=[CH:9][CH:10]=[CH:11][CH:12]=3)[N:5]=2)=[O:15])[CH2:29][CH2:30][CH2:31][C:32]([O:34][C:35]([CH3:37])([CH3:36])[CH3:38])=[O:33])[CH2:25][CH2:26]1)=[O:20])[CH3:17]. The catalyst class is: 18. (3) Reactant: [CH3:1][O:2][C:3]1[CH:4]=[C:5]([CH:13]=[C:14]([N+:16]([O-])=O)[CH:15]=1)[C:6]([O:8][C:9]([CH3:12])([CH3:11])[CH3:10])=[O:7].O. Product: [NH2:16][C:14]1[CH:13]=[C:5]([CH:4]=[C:3]([O:2][CH3:1])[CH:15]=1)[C:6]([O:8][C:9]([CH3:12])([CH3:11])[CH3:10])=[O:7]. The catalyst class is: 312. (4) The catalyst class is: 71. Product: [O:41]=[C:37]1[NH:36][C:35]2[CH:42]=[C:31]([NH:30][C:12]3[C:13]4[NH:18][N:17]=[CH:16][C:14]=4[N:15]=[C:10]([C:6]4[CH:5]=[C:4]([CH:9]=[CH:8][CH:7]=4)[C:3]([OH:2])=[O:29])[N:11]=3)[CH:32]=[CH:33][C:34]=2[CH2:40][CH2:39][CH2:38]1. Reactant: C[O:2][C:3](=[O:29])[C:4]1[CH:9]=[CH:8][CH:7]=[C:6]([C:10]2[N:11]=[C:12](Cl)[C:13]3[C:14](=[CH:16][N:17](CC4C=CC(OC)=CC=4)[N:18]=3)[N:15]=2)[CH:5]=1.[NH2:30][C:31]1[CH:32]=[CH:33][C:34]2[CH2:40][CH2:39][CH2:38][C:37](=[O:41])[NH:36][C:35]=2[CH:42]=1.Cl.